From a dataset of Tyrosyl-DNA phosphodiesterase HTS with 341,365 compounds. Binary Classification. Given a drug SMILES string, predict its activity (active/inactive) in a high-throughput screening assay against a specified biological target. The compound is Clc1ccc(c2nc(sc2)NC(=O)c2nn(cc2[N+]([O-])=O)C)cc1. The result is 0 (inactive).